From a dataset of Catalyst prediction with 721,799 reactions and 888 catalyst types from USPTO. Predict which catalyst facilitates the given reaction. (1) Reactant: [CH2:1]([SH:4])[CH2:2][CH3:3].C[Si]([N-][Si](C)(C)C)(C)C.[Na+].C1COCC1.Cl[C:21]1[N:25]([C:26]2[CH:27]=[C:28]([CH:33]=[CH:34][CH:35]=2)[C:29]([O:31][CH3:32])=[O:30])[N:24]=[CH:23][C:22]=1[C:36](=[O:44])[NH:37][CH:38]1[CH2:43][CH2:42][CH2:41][CH2:40][CH2:39]1. Product: [CH:38]1([NH:37][C:36]([C:22]2[CH:23]=[N:24][N:25]([C:26]3[CH:27]=[C:28]([CH:33]=[CH:34][CH:35]=3)[C:29]([O:31][CH3:32])=[O:30])[C:21]=2[S:4][CH2:1][CH2:2][CH3:3])=[O:44])[CH2:43][CH2:42][CH2:41][CH2:40][CH2:39]1. The catalyst class is: 39. (2) Reactant: [CH2:1]([Li:5])[CH2:2]CC.[CH:6]([NH:9][CH:10]([CH3:12])[CH3:11])([CH3:8])[CH3:7].[Cl:13][C:14]1[CH:19]=[CH:18][N:17]=[CH:16][C:15]=1[I:20].ICC. Product: [Li+:5].[CH3:7][CH:6]([N-:9][CH:10]([CH3:12])[CH3:11])[CH3:8].[Cl:13][C:14]1[C:15]([I:20])=[CH:16][N:17]=[CH:18][C:19]=1[CH2:1][CH3:2]. The catalyst class is: 1. (3) Reactant: [CH3:1][O:2][C:3]1[CH:4]=[C:5]2[C:10](=[CH:11][C:12]=1[O:13][CH3:14])[N:9]=[CH:8][CH:7]=[C:6]2[O:15][C:16]1[CH:22]=[CH:21][C:19]([NH2:20])=[C:18]([CH3:23])[C:17]=1[CH3:24].Cl[C:26](Cl)([O:28][C:29](=[O:35])OC(Cl)(Cl)Cl)Cl.[CH2:37](O)[CH2:38][CH2:39][CH:40]=C.C(=O)(O)[O-].[Na+]. The catalyst class is: 208. Product: [CH3:1][O:2][C:3]1[CH:4]=[C:5]2[C:10](=[CH:11][C:12]=1[O:13][CH3:14])[N:9]=[CH:8][CH:7]=[C:6]2[O:15][C:16]1[CH:22]=[CH:21][C:19]([NH:20][C:29](=[O:35])[O:28][CH2:26][CH2:40][CH2:39][CH:38]=[CH2:37])=[C:18]([CH3:23])[C:17]=1[CH3:24]. (4) Reactant: [N:1]1([C:6]2[CH:15]=[C:14]3[C:9]([CH2:10][CH2:11][CH2:12][C:13]3=[O:16])=[CH:8][CH:7]=2)[CH2:5][CH2:4][CH2:3][CH2:2]1.[BH4-].[Na+].O. Product: [N:1]1([C:6]2[CH:15]=[C:14]3[C:9]([CH2:10][CH2:11][CH2:12][CH:13]3[OH:16])=[CH:8][CH:7]=2)[CH2:5][CH2:4][CH2:3][CH2:2]1. The catalyst class is: 5.